This data is from Reaction yield outcomes from USPTO patents with 853,638 reactions. The task is: Predict the reaction yield, written as a fraction of the theoretical maximum amount of product (1.0 means a 100% yield; for example, 0.34 means a 34% yield). (1) The reactants are [Cl:1]C1C=C(C(N)C)C2OCOC=2C=1.FC1C=C(F)C=CC=1S(C)(=O)=O.C(N(C(C)C)CC)(C)C.[Cl:35][C:36]1[CH:44]=[C:43]([CH:45]([NH:47][C:48]2[CH:53]=[C:52](F)[CH:51]=[CH:50][C:49]=2[S:55]([CH3:58])(=[O:57])=[O:56])[CH3:46])[C:39]2[O:40][CH2:41][O:42][C:38]=2[CH:37]=1.[NH:59]1[CH2:64][CH2:63][NH:62][CH2:61][CH2:60]1. The catalyst is CN(C)C=O.C(#N)C.O. The product is [ClH:1].[Cl:35][C:36]1[CH:44]=[C:43]([CH:45]([NH:47][C:48]2[CH:53]=[C:52]([N:59]3[CH2:64][CH2:63][NH:62][CH2:61][CH2:60]3)[CH:51]=[CH:50][C:49]=2[S:55]([CH3:58])(=[O:57])=[O:56])[CH3:46])[C:39]2[O:40][CH2:41][O:42][C:38]=2[CH:37]=1. The yield is 0.140. (2) The reactants are Cl[C:2]1[N:7]=[C:6]([NH:8][CH2:9][C:10]2[CH:14]=[C:13]([CH3:15])[O:12][C:11]=2[CH3:16])[C:5]([F:17])=[CH:4][N:3]=1.[NH2:18][C:19]1[CH:20]=[C:21]([OH:25])[CH:22]=[CH:23][CH:24]=1. No catalyst specified. The product is [CH3:16][C:11]1[O:12][C:13]([CH3:15])=[CH:14][C:10]=1[CH2:9][NH:8][C:6]1[C:5]([F:17])=[CH:4][N:3]=[C:2]([NH:18][C:19]2[CH:24]=[CH:23][CH:22]=[C:21]([OH:25])[CH:20]=2)[N:7]=1. The yield is 0.0500. (3) The reactants are [Cl-].O[NH3+:3].[C:4](=[O:7])([O-])[OH:5].[Na+].CS(C)=O.[CH2:13]([C:15]1[S:52][C:18]2[N:19]([CH2:36][C:37]3[CH:42]=[CH:41][C:40]([C:43]4[C:44]([C:50]#[N:51])=[CH:45][CH:46]=[C:47]([CH3:49])[CH:48]=4)=[CH:39][CH:38]=3)[C:20](=[O:35])[N:21]([CH2:24][C:25]([C:27]3[CH:32]=[CH:31][C:30]([O:33][CH3:34])=[CH:29][CH:28]=3)=[O:26])[C:22](=[O:23])[C:17]=2[CH:16]=1)[CH3:14]. The catalyst is C(Cl)(Cl)Cl. The product is [CH2:13]([C:15]1[S:52][C:18]2[N:19]([CH2:36][C:37]3[CH:42]=[CH:41][C:40]([C:43]4[CH:48]=[C:47]([CH3:49])[CH:46]=[CH:45][C:44]=4[C:50]4[NH:3][C:4](=[O:7])[O:5][N:51]=4)=[CH:39][CH:38]=3)[C:20](=[O:35])[N:21]([CH2:24][C:25]([C:27]3[CH:32]=[CH:31][C:30]([O:33][CH3:34])=[CH:29][CH:28]=3)=[O:26])[C:22](=[O:23])[C:17]=2[CH:16]=1)[CH3:14]. The yield is 0.450.